This data is from Forward reaction prediction with 1.9M reactions from USPTO patents (1976-2016). The task is: Predict the product of the given reaction. (1) Given the reactants [CH2:1]([O:8][C:9]1[CH:16]=[C:15](F)[CH:14]=[CH:13][C:10]=1[C:11]#[N:12])[C:2]1[CH:7]=[CH:6][CH:5]=[CH:4][CH:3]=1.O.[NH2:19][NH2:20], predict the reaction product. The product is: [CH2:1]([O:8][C:9]1[CH:16]=[C:15]([NH:19][NH2:20])[CH:14]=[CH:13][C:10]=1[C:11]#[N:12])[C:2]1[CH:7]=[CH:6][CH:5]=[CH:4][CH:3]=1. (2) Given the reactants [OH:1][C:2]1[CH:7]=[CH:6][C:5]([N:8]2[C:13](=[O:14])[C:12]([CH2:15][C:16]3[CH:21]=[CH:20][C:19]([C:22]4[C:23]([C:28]#[N:29])=[CH:24][CH:25]=[CH:26][CH:27]=4)=[CH:18][CH:17]=3)=[C:11]([CH2:30][CH2:31][CH3:32])[N:10]=[C:9]2[CH3:33])=[CH:4][CH:3]=1.[CH:34]12[O:40][CH:35]1[CH2:36][CH2:37][CH2:38][CH2:39]2.C(=O)([O-])[O-].[Cs+].[Cs+].C(OCC)(=O)C, predict the reaction product. The product is: [OH:40][C@H:35]1[CH2:36][CH2:37][CH2:38][CH2:39][C@@H:34]1[O:1][C:2]1[CH:3]=[CH:4][C:5]([N:8]2[C:13](=[O:14])[C:12]([CH2:15][C:16]3[CH:21]=[CH:20][C:19]([C:22]4[C:23]([C:28]#[N:29])=[CH:24][CH:25]=[CH:26][CH:27]=4)=[CH:18][CH:17]=3)=[C:11]([CH2:30][CH2:31][CH3:32])[N:10]=[C:9]2[CH3:33])=[CH:6][CH:7]=1. (3) Given the reactants [Cl:1][C:2]1[N:7]=[C:6]([Cl:8])[C:5]([CH2:9]Cl)=[C:4]([CH3:11])[N:3]=1.[CH:12]1[C:19]([CH:20]([CH3:22])[CH3:21])=[CH:18][CH:17]=[C:15]([CH3:16])[C:13]=1[OH:14].CC([O-])(C)C.[K+], predict the reaction product. The product is: [Cl:1][C:2]1[N:7]=[C:6]([Cl:8])[C:5]([CH2:9][O:14][C:13]2[CH:12]=[C:19]([CH:20]([CH3:21])[CH3:22])[CH:18]=[CH:17][C:15]=2[CH3:16])=[C:4]([CH3:11])[N:3]=1. (4) Given the reactants [CH2:1]([NH2:6])[CH2:2][CH:3]([CH3:5])[CH3:4].[CH2:7]1[CH2:13][S:10](=[O:12])(=[O:11])[O:9][CH2:8]1.CC(C)=O, predict the reaction product. The product is: [CH2:1]([NH:6][CH2:8][CH2:7][CH2:13][S:10]([OH:12])(=[O:11])=[O:9])[CH2:2][CH:3]([CH3:5])[CH3:4]. (5) Given the reactants [CH3:1][C:2]1([OH:8])[CH2:7][CH2:6][NH:5][CH2:4][CH2:3]1.Br[CH2:10][CH2:11][CH2:12][Cl:13], predict the reaction product. The product is: [Cl:13][CH2:12][CH2:11][CH2:10][N:5]1[CH2:6][CH2:7][C:2]([CH3:1])([OH:8])[CH2:3][CH2:4]1. (6) Given the reactants Br[CH2:2][C:3]([C:5]12[CH2:14][CH:9]3[CH2:10][CH:11]([CH2:13][CH:7]([CH2:8]3)[CH2:6]1)[CH2:12]2)=[O:4].C(N(C(C)C)CC)(C)C.[NH2:24][C:25]1[CH:30]=[CH:29][C:28]([NH:31][C:32](=[O:34])[CH3:33])=[CH:27][CH:26]=1, predict the reaction product. The product is: [C:5]12([C:3](=[O:4])[CH2:2][NH:24][C:25]3[CH:26]=[CH:27][C:28]([NH:31][C:32](=[O:34])[CH3:33])=[CH:29][CH:30]=3)[CH2:14][CH:9]3[CH2:10][CH:11]([CH2:13][CH:7]([CH2:8]3)[CH2:6]1)[CH2:12]2.